From a dataset of Reaction yield outcomes from USPTO patents with 853,638 reactions. Predict the reaction yield, written as a fraction of the theoretical maximum amount of product (1.0 means a 100% yield; for example, 0.34 means a 34% yield). (1) The reactants are C(P(C(C)(C)C)C(C)(C)C)(C)(C)C.[CH:14]([NH:17][CH:18]([CH3:20])C)(C)C.Br[C:22]1[CH:27]=[C:26]([C:28]#[N:29])[CH:25]=[CH:24][C:23]=1[O:30][C:31](=O)[CH3:32].[C:34]1(C#C)C=[CH:38][CH:37]=[CH:36][CH:35]=1.C(OCC)(=[O:44])C. The catalyst is [Cu]I.C1C=CC(C#N)=CC=1.C1C=CC(C#N)=CC=1.Cl[Pd]Cl.O1CCOCC1. The product is [CH3:14][NH:17][C:18]([C:20]1[C:22]2[CH:27]=[C:26]([C:28]#[N:29])[CH:25]=[CH:24][C:23]=2[O:30][C:31]=1[C:32]1[CH:38]=[CH:37][CH:36]=[CH:35][CH:34]=1)=[O:44]. The yield is 0.720. (2) The reactants are [SH:1][C:2]1[CH:15]=[CH:14][CH:13]=[CH:12][C:3]=1[C:4]([C:6]1[CH:11]=[CH:10][CH:9]=[CH:8][CH:7]=1)=[O:5].[CH2:16]([C:18]([CH2:25]OS(C)(=O)=O)([CH2:21][CH2:22][CH2:23][CH3:24])[CH:19]=[O:20])[CH3:17].C(N(CC)CC)C.Cl. The catalyst is COCCOCCOC. The product is [C:4]([C:3]1[CH:12]=[CH:13][CH:14]=[CH:15][C:2]=1[S:1][CH2:25][C:18]([CH2:16][CH3:17])([CH2:21][CH2:22][CH2:23][CH3:24])[CH:19]=[O:20])(=[O:5])[C:6]1[CH:11]=[CH:10][CH:9]=[CH:8][CH:7]=1. The yield is 0.580.